From a dataset of Full USPTO retrosynthesis dataset with 1.9M reactions from patents (1976-2016). Predict the reactants needed to synthesize the given product. Given the product [F:1][C:2]1[C:11]([NH:12][CH2:13][C:14]2[CH:15]=[CH:16][C:17]([O:20][CH3:21])=[CH:18][CH:19]=2)=[N:10][CH:9]=[CH:8][C:3]=1[CH2:4][NH:6][CH3:7], predict the reactants needed to synthesize it. The reactants are: [F:1][C:2]1[C:11]([NH:12][CH2:13][C:14]2[CH:19]=[CH:18][C:17]([O:20][CH3:21])=[CH:16][CH:15]=2)=[N:10][CH:9]=[CH:8][C:3]=1[C:4]([NH:6][CH3:7])=O.B.CSC.